From a dataset of Catalyst prediction with 721,799 reactions and 888 catalyst types from USPTO. Predict which catalyst facilitates the given reaction. Reactant: [CH:1]([N:14]1[CH2:19][CH2:18][N:17]([CH2:20][C:21]([O:23]C(C)(C)C)=[O:22])[C@@H:16]([CH3:28])[CH2:15]1)([C:8]1[CH:13]=[CH:12][CH:11]=[CH:10][CH:9]=1)[C:2]1[CH:7]=[CH:6][CH:5]=[CH:4][CH:3]=1.[ClH:29]. Product: [ClH:29].[ClH:29].[CH:1]([N:14]1[CH2:19][CH2:18][N:17]([CH2:20][C:21]([OH:23])=[O:22])[C@@H:16]([CH3:28])[CH2:15]1)([C:2]1[CH:7]=[CH:6][CH:5]=[CH:4][CH:3]=1)[C:8]1[CH:9]=[CH:10][CH:11]=[CH:12][CH:13]=1. The catalyst class is: 12.